This data is from Catalyst prediction with 721,799 reactions and 888 catalyst types from USPTO. The task is: Predict which catalyst facilitates the given reaction. (1) Reactant: [Cl:1][C:2]1[CH:7]=[CH:6][C:5]([N:8]2[C:12]([CH:13]3[CH2:18][CH2:17][N:16](C(OC(C)(C)C)=O)[CH2:15][CH2:14]3)=[N:11][C:10]([CH3:26])=[N:9]2)=[CH:4][C:3]=1[CH3:27].[F:28][C:29]([F:34])([F:33])[C:30]([OH:32])=[O:31]. Product: [C:30]([OH:32])([C:29]([F:34])([F:33])[F:28])=[O:31].[F:28][C:29]([F:34])([F:33])[C:30]([OH:32])=[O:31].[Cl:1][C:2]1[CH:7]=[CH:6][C:5]([N:8]2[C:12]([CH:13]3[CH2:18][CH2:17][NH:16][CH2:15][CH2:14]3)=[N:11][C:10]([CH3:26])=[N:9]2)=[CH:4][C:3]=1[CH3:27]. The catalyst class is: 4. (2) Reactant: [C:1]([NH:4][CH2:5][C@@H:6]1[O:10][C:9](=[O:11])[N:8]([C:12]2[CH:17]=[CH:16][C:15]([NH2:18])=[C:14]([F:19])[CH:13]=2)[CH2:7]1)(=[O:3])[CH3:2].[CH:20](OC1C=CC([N+]([O-])=O)=CC=1)=[O:21].C(C1C=CC=C(C(C)(C)C)N=1)(C)(C)C. Product: [C:1]([NH:4][CH2:5][C@@H:6]1[O:10][C:9](=[O:11])[N:8]([C:12]2[CH:17]=[CH:16][C:15]([NH:18][CH:20]=[O:21])=[C:14]([F:19])[CH:13]=2)[CH2:7]1)(=[O:3])[CH3:2]. The catalyst class is: 1. (3) Reactant: [C:1]1([NH:7][NH2:8])[CH:6]=[CH:5][CH:4]=[CH:3][CH:2]=1.Cl.[C:10]([OH:14])(=[O:13])[CH:11]=O. Product: [C:1]1([NH:7][N:8]=[CH:11][C:10]([OH:14])=[O:13])[CH:6]=[CH:5][CH:4]=[CH:3][CH:2]=1. The catalyst class is: 6.